Task: Binary Classification. Given a miRNA mature sequence and a target amino acid sequence, predict their likelihood of interaction.. Dataset: Experimentally validated miRNA-target interactions with 360,000+ pairs, plus equal number of negative samples (1) Result: 0 (no interaction). The miRNA is hsa-miR-4715-5p with sequence AAGUUGGCUGCAGUUAAGGUGG. The protein sequence of the target gene is MAAGSEATTPVIVAAGAGGEEGEHVKPFKPEKAKEIIMSLQQPAIFCNMVFDWPARHWNAKYLSQVLHGKQIRFRMGMKSMSTVPQFETTCNYVEATLEEFLTWNCDQSSISGPFRDYDHSKFWAYADYKYFVSLFEDKTDLFQDVKWSDFGFPGRNGQESTLWIGSLGAHTPCHLDSYGCNLVFQVQGRKRWHLFPPEDTPFLYPTRIPYEESSVFSKINVVNPDLKRFPQFRKAQRHAVTLSPGQVLFVPRHWWHYVESIDPVTVSINSWIELEEDHLARVEEAITRMLVCALKTAEN.... (2) The miRNA is hsa-miR-548u with sequence CAAAGACUGCAAUUACUUUUGCG. The protein sequence of the target gene is MGSRASTLLRDEELEEIKKETGFSHSQITRLYSRFTSLDKGENGTLSREDFQRIPELAINPLGDRIINAFFSEGEDQVNFRGFMRTLAHFRPIEDNEKSKDVNGPEPLNSRSNKLHFAFRLYDLDKDDKISRDELLQVLRMMVGVNISDEQLGSIADRTIQEADQDGDSAISFTEFVKVLEKVDVEQKMSIRFLH. Result: 0 (no interaction). (3) The miRNA is hsa-miR-203a-3p with sequence GUGAAAUGUUUAGGACCACUAG. The protein sequence of the target gene is MDTDSQRSHLSSFTMKLMDKFHSPKIKRTPSKKGKPAEVSVKIPEKPVNKEATDRFLPEGYPLPLDLEQQAVEFMSTSAVASRSQRQKNLSWLEEKEKEVVSALRYFKTIVDKMAIDKKVLEMLPGSASKVLEAILPLVQNDPRIQHSSALSSCYSRVYQSLANLIRWSDQVMLEGVNSEDKEMVTTVKGVIKAVLDGVKELVRLTIEKQGRPSPTSPVKPSSPASKPDGPAELPLTDREVEILNKTTGMSQSTELLPDATDEEVAPPKPPLPGIRVVDNSPPPALPPKKRQSAPSPTRV.... Result: 1 (interaction). (4) The miRNA is hsa-miR-661 with sequence UGCCUGGGUCUCUGGCCUGCGCGU. The protein sequence of the target gene is MASGLAEESELSPGESELAVNPFDGLPFSSCYYELLEQRRALPIWAARFLFLEHLESSPTGVVLVSGDPGSGKSTQIPQWCAEFALARGFQTGQVTVTQPYPLAAMSLASRVADEMDLTLGHEIGYSIPQEDCTGPNTMLRFCWDRLFLQEVASTRGPGAWSVLILDEAQERSVASDLLQGLLRDTRLRNLPGDPRVVVVTDPALEPKFQAFWGNSPIVRVPREPGGDPTLAYKDTVPTDLVEAACQAVLELCQQEEAPGDVLVYLPSEEEISLCCESLSGEMGTLAVPGPPPRVLPLHP.... Result: 0 (no interaction). (5) The miRNA is hsa-miR-16-1-3p with sequence CCAGUAUUAACUGUGCUGCUGA. The protein sequence of the target gene is MFQAAGAAQATPSHDAKGGGSSTVQRSKSFSLRAQVKETCAACQKTVYPMERLVADKLIFHNSCFCCKHCHTKLSLGSYAALHGEFYCKPHFQQLFKSKGNYDEGFGRKQHKELWAHKEVDPGTKTA. Result: 0 (no interaction). (6) The miRNA is mmu-miR-15a-5p with sequence UAGCAGCACAUAAUGGUUUGUG. The protein sequence of the target gene is MEGLKDKTLQELEEMQNDPEAIARLALESPEVQDLQLEREMALATNRSLAEQNLEFQGPLEISRSNLSDKYQELRKLVERCQEQKAKLEKFSSALQPGTLLDLLQIEGMKIEEESEAMAEKFLEGEVPLETFLESFSSMRTLLHLRRVRVEKLQDVVRRPRALPELAGDVPPKRPPPPRPVPQATPPETEEQPPQPSVVTPYPLPYSPSPGLPVGPTAQGALQPAPFPVVAQPSSYGGPLGPYPSPHPGPRAMVGYSWSPQRSGPPQPGYPTAPTSTSGPGYPLVGGRTPGPGYPQQSPY.... Result: 1 (interaction). (7) The miRNA is hsa-miR-3680-5p with sequence GACUCACUCACAGGAUUGUGCA. The protein sequence of the target gene is MMYALFLLSVGLVMGFVGFSSKPSPIYGGLVLIVSGVVGCVIILNFGGGYMGLMVFLIYLGGMMVVFGYTTAMAIEEYPEAWGSGVEVLVSVLVGLAMEVGLVLWVKEYDGVVVVVNFNSVGSWMIYEGEGSGLIREDPIGAGALYDYGRWLVVVTGWTLFVGVYIVIEIARGN. Result: 0 (no interaction). (8) The miRNA is hsa-miR-5192 with sequence AGGAGAGUGGAUUCCAGGUGGU. The protein sequence of the target gene is MKKASRSVGSVPKVSAISKTQTAEKIKPENSSSASTGGKLVKPGTAASLSKTKSSDDLLAGMAGGVTVTNGVKGKKSTCPSAAPSASAPAMTTVENKSKISTGTASSTKRSTSTGNKESSSTRERLRERTRLNQSKKLPSAGQGANDMALAKRSRSRTATECDVRMSKSKSDNQISDRAALEAKVKDLLTLAKTKDVEILHLRNELRDMRAQLGINEDHSEGDEKSEKETIMAHQPTDVESTLLQLQEQNTAIREELNQLKNENRMLKDRLNALGFSLEQRLDNSEKLFGYQSLSPEITP.... Result: 0 (no interaction). (9) The protein sequence of the target gene is MKPFQLDLLFVCFFLFSQELGLQKRGCCLVLGYMAKDKFRRMNEGQVYSFSQQPQDQVVVSGQPVTLLCAIPEYDGFVLWIKDGLALGVGRDLSSYPQYLVVGNHLSGEHHLKILRAELQDDAVYECQAIQAAIRSRPARLTVLVPPDDPVILGGPVISLRAGDPLNLTCHADNAKPAASIIWLRKGEVINGATYSKTLLRDGKRESIVSTLFISPGDVENGQSIVCRATNKAIPGGKETSVTIDIQHPPLVNLSVEPQPVLEDNVVTFHCSAKANPAVTQYRWAKRGQIIKEASGEVYR.... The miRNA is hsa-miR-6499-3p with sequence AGCAGUGUUUGUUUUGCCCACA. Result: 0 (no interaction). (10) The miRNA is rno-miR-181a-5p with sequence AACAUUCAACGCUGUCGGUGAGU. The protein sequence of the target gene is MEASTKAAVGSGAMEASTKAVICTVCSSFVVFQILFHFVSYWFSARVSSGYNSLSIDKKIEWNSRVVSTCHSLLVGIFGLYLFFFDEATITDPLWGDPTYVNINIATASGYLISDLLIILFNWKVIGDKFFIIHHCAGLTAYYFVLTTGALAYIANFRLLAELSSPFVNQRWFFEALKYPKFSKANVINGILMTVVFFIVRIISIPPMYFFLYSVYGTEPYIRFGFVIQSVWIVTCVILDVMNIMWMIKITKGCIKVISLIRQEKAKDSLQNGKLD. Result: 0 (no interaction).